Dataset: Catalyst prediction with 721,799 reactions and 888 catalyst types from USPTO. Task: Predict which catalyst facilitates the given reaction. (1) Reactant: C(OC([N:8]1[CH2:13][CH2:12][CH:11]([N:14]2[CH2:18][CH2:17][C@H:16]([O:19][C:20]3[CH:21]=[N:22][C:23]([S:26]([CH3:29])(=[O:28])=[O:27])=[CH:24][CH:25]=3)[C:15]2=[O:30])[CH2:10][CH2:9]1)=O)(C)(C)C.[ClH:31]. Product: [ClH:31].[CH3:29][S:26]([C:23]1[N:22]=[CH:21][C:20]([O:19][C@H:16]2[CH2:17][CH2:18][N:14]([CH:11]3[CH2:12][CH2:13][NH:8][CH2:9][CH2:10]3)[C:15]2=[O:30])=[CH:25][CH:24]=1)(=[O:27])=[O:28]. The catalyst class is: 135. (2) Reactant: [I:1][C:2]1[C:3]2[C:4](=[CH:8][NH:9][N:10]=2)[N:5]=[CH:6][CH:7]=1.Cl[CH2:12][C:13]([CH3:16])([OH:15])[CH3:14].C([O-])([O-])=O.[Cs+].[Cs+]. Product: [I:1][C:2]1[C:3]2[C:4](=[CH:8][N:9]([CH2:12][C:13]([CH3:16])([OH:15])[CH3:14])[N:10]=2)[N:5]=[CH:6][CH:7]=1. The catalyst class is: 3.